This data is from Full USPTO retrosynthesis dataset with 1.9M reactions from patents (1976-2016). The task is: Predict the reactants needed to synthesize the given product. (1) Given the product [C:9]([C:3]1[CH:4]=[CH:5][C:6]([NH2:8])=[N:7][C:2]=1[CH3:1])#[CH:10], predict the reactants needed to synthesize it. The reactants are: [CH3:1][C:2]1[N:7]=[C:6]([NH2:8])[CH:5]=[CH:4][C:3]=1[C:9]#[C:10][Si](C)(C)C.CO.C(=O)([O-])[O-].[K+].[K+]. (2) Given the product [CH:27]1([CH2:30][CH2:31][NH:1][CH:2]2[CH2:3][N:4]([C:6]([C:8]3[CH:9]=[C:10]([CH:23]=[CH:24][C:25]=3[F:26])[CH2:11][C:12]3[C:21]4[C:16](=[CH:17][CH:18]=[CH:19][CH:20]=4)[C:15](=[O:22])[NH:14][N:13]=3)=[O:7])[CH2:5]2)[CH2:29][CH2:28]1, predict the reactants needed to synthesize it. The reactants are: [NH2:1][CH:2]1[CH2:5][N:4]([C:6]([C:8]2[CH:9]=[C:10]([CH:23]=[CH:24][C:25]=2[F:26])[CH2:11][C:12]2[C:21]3[C:16](=[CH:17][CH:18]=[CH:19][CH:20]=3)[C:15](=[O:22])[NH:14][N:13]=2)=[O:7])[CH2:3]1.[CH:27]1([CH2:30][CH:31]=O)[CH2:29][CH2:28]1.C(O[BH-](OC(=O)C)OC(=O)C)(=O)C.[Na+].